Dataset: Peptide-MHC class II binding affinity with 134,281 pairs from IEDB. Task: Regression. Given a peptide amino acid sequence and an MHC pseudo amino acid sequence, predict their binding affinity value. This is MHC class II binding data. (1) The binding affinity (normalized) is 0.253. The peptide sequence is ALLTPGLRCLNLDVYRIL. The MHC is DRB1_0401 with pseudo-sequence DRB1_0401. (2) The peptide sequence is KKEEKKESGDAASGA. The MHC is HLA-DPA10103-DPB10401 with pseudo-sequence HLA-DPA10103-DPB10401. The binding affinity (normalized) is 0. (3) The peptide sequence is DKVYEILKINSVKYY. The MHC is HLA-DQA10301-DQB10302 with pseudo-sequence HLA-DQA10301-DQB10302. The binding affinity (normalized) is 0.175. (4) The peptide sequence is EATTDGLGWYKIEID. The MHC is DRB1_1602 with pseudo-sequence DRB1_1602. The binding affinity (normalized) is 0.186. (5) The peptide sequence is ISYGGGWRLSAQWQK. The MHC is DRB1_0404 with pseudo-sequence DRB1_0404. The binding affinity (normalized) is 0.288. (6) The peptide sequence is LLTQVSRLLVEHIWKKIMHT. The MHC is H-2-IAb with pseudo-sequence H-2-IAb. The binding affinity (normalized) is 0.177. (7) The peptide sequence is GELELQFRRVKCKYP. The MHC is HLA-DQA10101-DQB10501 with pseudo-sequence HLA-DQA10101-DQB10501. The binding affinity (normalized) is 0.0917.